This data is from Peptide-MHC class I binding affinity with 185,985 pairs from IEDB/IMGT. The task is: Regression. Given a peptide amino acid sequence and an MHC pseudo amino acid sequence, predict their binding affinity value. This is MHC class I binding data. The peptide sequence is LSDAIFDDL. The MHC is HLA-A24:03 with pseudo-sequence HLA-A24:03. The binding affinity (normalized) is 0.0847.